This data is from Forward reaction prediction with 1.9M reactions from USPTO patents (1976-2016). The task is: Predict the product of the given reaction. (1) Given the reactants C[O:2][C:3]([C:5]1[CH:10]=[C:9]([S:11][CH3:12])[CH:8]=[C:7]([NH2:13])[N:6]=1)=O.[CH3:14][NH2:15], predict the reaction product. The product is: [CH3:14][NH:15][C:3]([C:5]1[CH:10]=[C:9]([S:11][CH3:12])[CH:8]=[C:7]([NH2:13])[N:6]=1)=[O:2]. (2) Given the reactants C[O:2][C:3]1[CH:4]=[C:5]2[C:10](=[CH:11][CH:12]=1)[CH2:9][NH:8][CH2:7][CH2:6]2.Br, predict the reaction product. The product is: [OH:2][C:3]1[CH:4]=[C:5]2[C:10](=[CH:11][CH:12]=1)[CH2:9][NH:8][CH2:7][CH2:6]2. (3) Given the reactants CS(C)=O.C(Cl)(=O)C(Cl)=O.[C:11]([N:18]1[CH2:23][CH2:22][CH:21]([CH2:24][OH:25])[CH2:20][CH2:19]1)([O:13][C:14]([CH3:17])([CH3:16])[CH3:15])=[O:12].C(N(CC)CC)C.[NH4+].[Cl-], predict the reaction product. The product is: [CH:24]([CH:21]1[CH2:22][CH2:23][N:18]([C:11]([O:13][C:14]([CH3:17])([CH3:16])[CH3:15])=[O:12])[CH2:19][CH2:20]1)=[O:25]. (4) The product is: [Cl:26][C:27]1[N:35]=[CH:34][N:33]=[C:32]2[C:28]=1[N:29]=[CH:30][N:31]2[CH2:15][CH2:16][CH2:17][CH2:18][CH2:19][CH2:20][CH2:21][CH2:22][CH2:23][CH3:24]. Given the reactants N(C(OC(C)C)=O)=NC(OC(C)C)=O.[CH2:15](O)[CH2:16][CH2:17][CH2:18][CH2:19][CH2:20][CH2:21][CH2:22][CH2:23][CH3:24].[Cl:26][C:27]1[N:35]=[CH:34][N:33]=[C:32]2[C:28]=1[N:29]=[CH:30][NH:31]2.C1(P(C2C=CC=CC=2)C2C=CC=CC=2)C=CC=CC=1, predict the reaction product. (5) Given the reactants [H-].[Na+].[NH:3]1[CH:7]=[N:6][C:5]([C:8]([O:10][CH3:11])=[O:9])=[N:4]1.[CH3:12]I.O, predict the reaction product. The product is: [CH3:12][N:3]1[CH:7]=[N:6][C:5]([C:8]([O:10][CH3:11])=[O:9])=[N:4]1. (6) Given the reactants [CH3:1][C:2]1[CH:7]=[CH:6][C:5]([S:8]([N:11]2[C:19]3[C:14](=[CH:15][CH:16]=[CH:17][CH:18]=3)[C:13](B(O)O)=[CH:12]2)(=[O:10])=[O:9])=[CH:4][CH:3]=1.Cl[C:24]1[N:29]=[C:28]([NH2:30])[N:27]=[C:26]([NH:31][CH2:32][C:33]([CH3:36])([CH3:35])[CH3:34])[CH:25]=1, predict the reaction product. The product is: [CH3:34][C:33]([CH3:36])([CH3:35])[CH2:32][NH:31][C:26]1[CH:25]=[C:24]([C:13]2[C:14]3[C:19](=[CH:18][CH:17]=[CH:16][CH:15]=3)[N:11]([S:8]([C:5]3[CH:6]=[CH:7][C:2]([CH3:1])=[CH:3][CH:4]=3)(=[O:10])=[O:9])[CH:12]=2)[N:29]=[C:28]([NH2:30])[N:27]=1.